Dataset: Cav3 T-type calcium channel HTS with 100,875 compounds. Task: Binary Classification. Given a drug SMILES string, predict its activity (active/inactive) in a high-throughput screening assay against a specified biological target. (1) The compound is S(c1c2ncccc2ccc1)CC(OCC)=O. The result is 0 (inactive). (2) The drug is O=C1N(C(=O)CC1N1CCN(CC1)C(=O)c1ccccc1)CCc1ccccc1. The result is 0 (inactive). (3) The molecule is OC1(c2c(NC1=O)cccc2)CC(=O)c1c(cc(c(c1)C)C)C. The result is 0 (inactive). (4) The drug is Fc1ccc(C2=NC3(NC2=O)CCCCC3)cc1. The result is 0 (inactive).